Regression. Given a peptide amino acid sequence and an MHC pseudo amino acid sequence, predict their binding affinity value. This is MHC class I binding data. From a dataset of Peptide-MHC class I binding affinity with 185,985 pairs from IEDB/IMGT. (1) The peptide sequence is NLDLFMSHVK. The MHC is HLA-A11:01 with pseudo-sequence HLA-A11:01. The binding affinity (normalized) is 0.609. (2) The peptide sequence is VLQAVGACV. The MHC is HLA-A68:02 with pseudo-sequence HLA-A68:02. The binding affinity (normalized) is 0.409. (3) The peptide sequence is KYGVSVQDI. The MHC is H-2-Db with pseudo-sequence H-2-Db. The binding affinity (normalized) is 0.0958. (4) The peptide sequence is WPTVRERM. The MHC is HLA-B54:01 with pseudo-sequence HLA-B54:01. The binding affinity (normalized) is 0. (5) The peptide sequence is LMTSPKWVQV. The MHC is Mamu-B17 with pseudo-sequence Mamu-B17. The binding affinity (normalized) is 0.276. (6) The peptide sequence is VQYRILPMII. The MHC is HLA-A68:02 with pseudo-sequence HLA-A68:02. The binding affinity (normalized) is 0.0783. (7) The peptide sequence is LSTLLMWHMHK. The MHC is Mamu-A01 with pseudo-sequence Mamu-A01. The binding affinity (normalized) is 0. (8) The MHC is Patr-B0101 with pseudo-sequence Patr-B0101. The binding affinity (normalized) is 0. The peptide sequence is IQPGRGFVLY. (9) The MHC is HLA-A02:19 with pseudo-sequence HLA-A02:19. The binding affinity (normalized) is 0.275. The peptide sequence is KLYFWIPWS.